This data is from Full USPTO retrosynthesis dataset with 1.9M reactions from patents (1976-2016). The task is: Predict the reactants needed to synthesize the given product. Given the product [C:18]([O:17][C:15]([N:14]([CH2:22][C:23]([O:25][C:26]([CH3:27])([CH3:29])[CH3:28])=[O:24])[C:12]1[CH:11]=[CH:10][CH:9]=[C:8]([CH:7]([CH2:6][C:5]2[CH:40]=[CH:41][C:2]([C:46]3[CH:47]=[CH:48][C:43]([F:42])=[CH:44][CH:45]=3)=[CH:3][CH:4]=2)[NH:30][S:31]([C:34]2[CH:35]=[N:36][CH:37]=[CH:38][CH:39]=2)(=[O:33])=[O:32])[N:13]=1)=[O:16])([CH3:21])([CH3:20])[CH3:19], predict the reactants needed to synthesize it. The reactants are: Br[C:2]1[CH:41]=[CH:40][C:5]([CH2:6][CH:7]([NH:30][S:31]([C:34]2[CH:35]=[N:36][CH:37]=[CH:38][CH:39]=2)(=[O:33])=[O:32])[C:8]2[N:13]=[C:12]([N:14]([CH2:22][C:23]([O:25][C:26]([CH3:29])([CH3:28])[CH3:27])=[O:24])[C:15]([O:17][C:18]([CH3:21])([CH3:20])[CH3:19])=[O:16])[CH:11]=[CH:10][CH:9]=2)=[CH:4][CH:3]=1.[F:42][C:43]1[CH:48]=[CH:47][C:46](B(O)O)=[CH:45][CH:44]=1.P([O-])([O-])([O-])=O.[K+].[K+].[K+].C1(P(C2CCCCC2)C2CCCCC2)CCCCC1.[Cl-].[Na+].